Dataset: Reaction yield outcomes from USPTO patents with 853,638 reactions. Task: Predict the reaction yield, written as a fraction of the theoretical maximum amount of product (1.0 means a 100% yield; for example, 0.34 means a 34% yield). (1) The reactants are Br[C:2]1[CH:7]=[C:6]([C:8]2[N:12]3[CH:13]=[CH:14][CH:15]=[C:16]([CH3:17])[C:11]3=[N:10][C:9]=2[C:18]2[CH:23]=[CH:22][CH:21]=[C:20]([CH3:24])[N:19]=2)[CH:5]=[CH:4][N:3]=1.[CH3:25][S:26]([C:29]1[CH:34]=[CH:33][C:32](B(O)O)=[CH:31][CH:30]=1)(=[O:28])=[O:27]. The catalyst is CCOC(C)=O. The product is [CH3:17][C:16]1[C:11]2[N:12]([C:8]([C:6]3[CH:5]=[CH:4][N:3]=[C:2]([C:32]4[CH:33]=[CH:34][C:29]([S:26]([CH3:25])(=[O:28])=[O:27])=[CH:30][CH:31]=4)[CH:7]=3)=[C:9]([C:18]3[CH:23]=[CH:22][CH:21]=[C:20]([CH3:24])[N:19]=3)[N:10]=2)[CH:13]=[CH:14][CH:15]=1. The yield is 0.410. (2) The product is [C:1]([NH:4][C@@H:5]1[C@@H:18]([O:19][CH2:20][CH:21]=[CH2:22])[C@H:17]([O:23][CH2:26][C:27]2[CH:32]=[CH:31][CH:30]=[CH:29][CH:28]=2)[C@@H:16]([CH2:24][O:25][CH2:8][C:9]2[CH:14]=[CH:13][CH:12]=[CH:11][CH:10]=2)[O:15][C@@H:6]1[O:7][CH2:8][C:9]1[CH:10]=[CH:11][CH:12]=[CH:13][CH:14]=1)(=[O:3])[CH3:2]. The yield is 0.890. The reactants are [C:1]([NH:4][C@@H:5]1[C@@H:18]([O:19][CH2:20][CH:21]=[CH2:22])[C@H:17]([OH:23])[C@@H:16]([CH2:24][OH:25])[O:15][C@@H:6]1[O:7][CH2:8][C:9]1[CH:14]=[CH:13][CH:12]=[CH:11][CH:10]=1)(=[O:3])[CH3:2].[CH2:26](Br)[C:27]1[CH:32]=[CH:31][CH:30]=[CH:29][CH:28]=1.[H-].[Na+].C(=O)=O. The catalyst is CN(C)C=O.O.